Dataset: Full USPTO retrosynthesis dataset with 1.9M reactions from patents (1976-2016). Task: Predict the reactants needed to synthesize the given product. (1) Given the product [NH2:27][C:4]1[CH:3]=[C:2]([CH3:1])[C:7]([CH3:8])=[CH:6][C:5]=1[NH:9][CH2:10][CH:11]([NH:19][C:20](=[O:26])[O:21][C:22]([CH3:24])([CH3:23])[CH3:25])[CH2:12][C:13]1[CH:14]=[CH:15][CH:16]=[CH:17][CH:18]=1, predict the reactants needed to synthesize it. The reactants are: [CH3:1][C:2]1[C:7]([CH3:8])=[CH:6][C:5]([NH:9][CH2:10][CH:11]([NH:19][C:20](=[O:26])[O:21][C:22]([CH3:25])([CH3:24])[CH3:23])[CH2:12][C:13]2[CH:18]=[CH:17][CH:16]=[CH:15][CH:14]=2)=[C:4]([N+:27]([O-])=O)[CH:3]=1.[BH4-].[Na+]. (2) Given the product [ClH:1].[CH2:32]([O:34][C:29](=[NH:30])[C:26]1[CH:27]=[CH:28][C:23]([CH2:22][N:11]([S:8]([C:5]2[CH:6]=[CH:7][C:2]([Cl:1])=[CH:3][CH:4]=2)(=[O:9])=[O:10])[C@@H:12]2[CH2:18][C:17]([F:20])([F:19])[CH2:16][CH2:15][NH:14][C:13]2=[O:21])=[C:24]([F:31])[CH:25]=1)[CH3:33], predict the reactants needed to synthesize it. The reactants are: [Cl:1][C:2]1[CH:7]=[CH:6][C:5]([S:8]([N:11]([CH2:22][C:23]2[CH:28]=[CH:27][C:26]([C:29]#[N:30])=[CH:25][C:24]=2[F:31])[C@@H:12]2[CH2:18][C:17]([F:20])([F:19])[CH2:16][CH2:15][NH:14][C:13]2=[O:21])(=[O:10])=[O:9])=[CH:4][CH:3]=1.[CH2:32]([OH:34])[CH3:33]. (3) The reactants are: [C:1]1([C:36]2[CH:41]=[CH:40][CH:39]=[CH:38][CH:37]=2)[CH:6]=[CH:5][C:4]([C@@:7]23[CH2:26][N:20]([C@H:21]([C:23](O)=[O:24])[CH2:22]2)[C:19](=[O:27])[C@@H:18]([NH:28][C:29]([O:31][C:32]([CH3:35])([CH3:34])[CH3:33])=[O:30])[CH2:17][CH2:16][CH2:15][CH2:14][CH2:13][CH2:12][CH:11]=[CH:10][CH2:9][S:8]3)=[CH:3][CH:2]=1.[NH2:42][C@:43]1([C:48]([NH:50][S:51]([CH:54]2[CH2:56][CH2:55]2)(=[O:53])=[O:52])=[O:49])[CH2:45][C@H:44]1[CH:46]=[CH2:47].CC1C=CC(S(O)(=O)=O)=CC=1.CN(C(ON1N=NC2C=CC=NC1=2)=[N+](C)C)C.F[P-](F)(F)(F)(F)F.C(N(CC)C(C)C)(C)C. Given the product [C:1]1([C:36]2[CH:41]=[CH:40][CH:39]=[CH:38][CH:37]=2)[CH:6]=[CH:5][C:4]([C@@:7]23[CH2:26][N:20]([C@H:21]([C:23](=[O:24])[NH:42][C@:43]4([C:48](=[O:49])[NH:50][S:51]([CH:54]5[CH2:56][CH2:55]5)(=[O:53])=[O:52])[CH2:45][C@H:44]4[CH:46]=[CH2:47])[CH2:22]2)[C:19](=[O:27])[C@@H:18]([NH:28][C:29](=[O:30])[O:31][C:32]([CH3:33])([CH3:35])[CH3:34])[CH2:17][CH2:16][CH2:15][CH2:14][CH2:13][CH2:12][CH:11]=[CH:10][CH2:9][S:8]3)=[CH:3][CH:2]=1, predict the reactants needed to synthesize it. (4) Given the product [CH3:20][O:19][C:17](=[O:18])[C:16]1[CH:21]=[C:22]([NH:24][C:5]2[N:4]=[C:3]([O:9][CH2:10][C:11]#[CH:12])[C:2]([Br:1])=[CH:7][N:6]=2)[CH:23]=[C:14]([NH2:13])[CH:15]=1, predict the reactants needed to synthesize it. The reactants are: [Br:1][C:2]1[C:3]([O:9][CH2:10][C:11]#[CH:12])=[N:4][C:5](Cl)=[N:6][CH:7]=1.[NH2:13][C:14]1[CH:15]=[C:16]([CH:21]=[C:22]([NH2:24])[CH:23]=1)[C:17]([O:19][CH3:20])=[O:18].Cl. (5) Given the product [Br:34][C:35]1[CH:36]=[C:37]2[C:42](=[CH:43][CH:44]=1)[C:41]([CH2:45][N:27]1[C:28](=[O:29])[C@@H:22]([NH:21][C:10](=[O:9])[C@@H:11]([NH:13][C:14](=[O:20])[O:15][C:16]([CH3:19])([CH3:18])[CH3:17])[CH3:12])[CH2:23][CH2:24][C:25]3[CH:33]=[CH:32][CH:31]=[CH:30][C:26]1=3)=[C:40]([O:47][CH3:48])[CH:39]=[CH:38]2, predict the reactants needed to synthesize it. The reactants are: C([O-])([O-])=O.[Cs+].[Cs+].[Na+].[I-].[O:9]=[C:10]([NH:21][C@@H:22]1[C:28](=[O:29])[NH:27][C:26]2[CH:30]=[CH:31][CH:32]=[CH:33][C:25]=2[CH2:24][CH2:23]1)[C@@H:11]([NH:13][C:14](=[O:20])[O:15][C:16]([CH3:19])([CH3:18])[CH3:17])[CH3:12].[Br:34][C:35]1[CH:36]=[C:37]2[C:42](=[CH:43][CH:44]=1)[C:41]([CH2:45]Cl)=[C:40]([O:47][CH3:48])[CH:39]=[CH:38]2.